From a dataset of Full USPTO retrosynthesis dataset with 1.9M reactions from patents (1976-2016). Predict the reactants needed to synthesize the given product. (1) Given the product [CH3:1][O:2][C:3]([C:5]1[S:6][C:7]([S:21][CH3:22])=[C:8]([S:10]([C:13]2[CH:14]=[N:15][C:16]([NH:31][CH2:30][CH2:29][CH2:28][N:23]3[CH:27]=[CH:26][N:25]=[CH:24]3)=[C:17]([Br:19])[CH:18]=2)(=[O:12])=[O:11])[CH:9]=1)=[O:4], predict the reactants needed to synthesize it. The reactants are: [CH3:1][O:2][C:3]([C:5]1[S:6][C:7]([S:21][CH3:22])=[C:8]([S:10]([C:13]2[CH:14]=[N:15][C:16](Cl)=[C:17]([Br:19])[CH:18]=2)(=[O:12])=[O:11])[CH:9]=1)=[O:4].[N:23]1([CH2:28][CH2:29][CH2:30][NH2:31])[CH:27]=[CH:26][N:25]=[CH:24]1.C(N(C(C)C)CC)(C)C.C1COCC1. (2) The reactants are: C(O[CH:4](OCC)[CH2:5][NH:6][CH2:7][C:8]1[CH:13]=[CH:12][CH:11]=[C:10]([O:14][CH2:15][CH3:16])[C:9]=1[OH:17])C.[F:21][C:22]1[CH:23]=[C:24]([CH:27]=[C:28]([F:31])[C:29]=1[F:30])[CH:25]=O.[ClH:32].[NH4+].[OH-].CO. Given the product [ClH:32].[CH2:15]([O:14][C:10]1[C:9]([OH:17])=[C:8]2[C:13]([C:4]([CH2:25][C:24]3[CH:23]=[C:22]([F:21])[C:29]([F:30])=[C:28]([F:31])[CH:27]=3)=[CH:5][N:6]=[CH:7]2)=[CH:12][CH:11]=1)[CH3:16], predict the reactants needed to synthesize it.